Predict the reactants needed to synthesize the given product. From a dataset of Full USPTO retrosynthesis dataset with 1.9M reactions from patents (1976-2016). (1) Given the product [CH3:9][C:4]1[CH:3]([C:10]2[CH:15]=[CH:14][CH:13]=[CH:12][C:11]=2[CH2:16][NH:17][C:18]2[C:23]([CH:24]([CH3:25])[CH3:26])=[CH:22][CH:21]=[CH:20][C:19]=2[CH:27]([CH3:29])[CH3:28])[C:2]([CH3:1])=[C:6]([CH3:7])[C:5]=1[CH3:8], predict the reactants needed to synthesize it. The reactants are: [CH3:1][C:2]1[CH:3]([C:10]2[CH:15]=[CH:14][CH:13]=[CH:12][C:11]=2[CH:16]=[N:17][C:18]2[C:23]([CH:24]([CH3:26])[CH3:25])=[CH:22][CH:21]=[CH:20][C:19]=2[CH:27]([CH3:29])[CH3:28])[C:4]([CH3:9])=[C:5]([CH3:8])[C:6]=1[CH3:7].[BH4-].[Na+].O.C1(C)C=CC=CC=1. (2) Given the product [CH:33]1([N:4]([CH:1]2[CH2:2][CH2:3]2)[C:5]([C:7]2[N:30]([CH2:31][CH3:32])[C:10]3=[N:11][C:12]([NH:19][C:20]4[S:21][C:22]([C:25]([OH:27])=[O:26])=[CH:23][N:24]=4)=[C:13]4[N:17]=[CH:16][N:15]([CH3:18])[C:14]4=[C:9]3[CH:8]=2)=[O:6])[CH2:34][CH2:35]1, predict the reactants needed to synthesize it. The reactants are: [CH:1]1([N:4]([CH:33]2[CH2:35][CH2:34]2)[C:5]([C:7]2[N:30]([CH2:31][CH3:32])[C:10]3=[N:11][C:12]([NH:19][C:20]4[S:21][C:22]([C:25]([O:27]CC)=[O:26])=[CH:23][N:24]=4)=[C:13]4[N:17]=[CH:16][N:15]([CH3:18])[C:14]4=[C:9]3[CH:8]=2)=[O:6])[CH2:3][CH2:2]1.[OH-].[Na+]. (3) Given the product [CH3:36][O:35][C:29]1[CH:28]=[C:27]([CH:32]=[CH:31][C:30]=1[O:33][CH3:34])[CH2:26][CH:12]1[C:13]2[CH:21]=[C:20]([O:22][CH3:23])[C:19]([O:24][CH3:25])=[CH:18][C:14]=2[CH2:15][CH2:16][CH2:17][N:11]1[CH:4]([C:5]1[CH:10]=[CH:9][CH:8]=[CH:7][CH:6]=1)[C:3]([OH:37])=[O:2], predict the reactants needed to synthesize it. The reactants are: C[O:2][C:3](=[O:37])[CH:4]([N:11]1[CH2:17][CH2:16][CH2:15][C:14]2[CH:18]=[C:19]([O:24][CH3:25])[C:20]([O:22][CH3:23])=[CH:21][C:13]=2[CH:12]1[CH2:26][C:27]1[CH:32]=[CH:31][C:30]([O:33][CH3:34])=[C:29]([O:35][CH3:36])[CH:28]=1)[C:5]1[CH:10]=[CH:9][CH:8]=[CH:7][CH:6]=1.[OH-].[Na+]. (4) The reactants are: Cl[CH2:2][CH2:3][S:4](Cl)(=[O:6])=[O:5].ClCCl.[CH2:11]([OH:16])[C:12]([CH3:15])([CH3:14])[CH3:13]. Given the product [CH:3]([S:4]([O:16][CH2:11][C:12]([CH3:15])([CH3:14])[CH3:13])(=[O:6])=[O:5])=[CH2:2], predict the reactants needed to synthesize it. (5) Given the product [Br:1][C:2]1[CH:3]=[C:4]([CH:8]([C:9]2[NH:14][CH2:13][CH2:12][N:10]=2)[CH3:11])[CH:5]=[CH:6][CH:7]=1, predict the reactants needed to synthesize it. The reactants are: [Br:1][C:2]1[CH:3]=[C:4]([CH:8]([CH3:11])[C:9]#[N:10])[CH:5]=[CH:6][CH:7]=1.[CH2:12](N)[CH2:13][NH2:14]. (6) Given the product [CH:13]1([CH2:16][CH2:17][O:1][C:2]2[CH:3]=[C:4]3[C:9](=[CH:10][CH:11]=2)[C:8](=[O:12])[CH2:7][CH2:6][CH2:5]3)[CH2:15][CH2:14]1, predict the reactants needed to synthesize it. The reactants are: [OH:1][C:2]1[CH:3]=[C:4]2[C:9](=[CH:10][CH:11]=1)[C:8](=[O:12])[CH2:7][CH2:6][CH2:5]2.[CH:13]1([CH2:16][CH2:17]O)[CH2:15][CH2:14]1.C1(P(C2C=CC=CC=2)C2C=CC=CC=2)C=CC=CC=1.CCOC(/N=N/C(OCC)=O)=O. (7) Given the product [NH:31]1[C:29]2[C:34](=[CH:33][CH:32]=[CH:27][CH:28]=2)[C:35]([CH3:37])=[CH:36]1, predict the reactants needed to synthesize it. The reactants are: C1N=C(N)C2N=CN([C@@H]3O[C@H](COP(OP(OC[C@H]4O[C@@H:29]([N:31]5[CH:36]=[C:35]([C:37](N)=O)[CH2:34][CH:33]=[CH:32]5)[C@H:28](O)[C@@H:27]4O)(O)=O)(O)=O)[C@@H](O)[C@H]3OP(O)(O)=O)C=2N=1.[Mg+2].[Cl-].[Cl-].C(N(CC(O)=O)CC(O)=O)CN(CC(O)=O)CC(O)=O.C(#N)C.